This data is from Full USPTO retrosynthesis dataset with 1.9M reactions from patents (1976-2016). The task is: Predict the reactants needed to synthesize the given product. (1) Given the product [CH:19]1([C:4]2[CH:5]=[CH:6][C:7]([N+:8]([O-:10])=[O:9])=[C:2]([F:1])[CH:3]=2)[CH2:21][CH2:20]1, predict the reactants needed to synthesize it. The reactants are: [F:1][C:2]1[CH:3]=[C:4](OS(C(F)(F)F)(=O)=O)[CH:5]=[CH:6][C:7]=1[N+:8]([O-:10])=[O:9].[CH:19]1(B(O)O)[CH2:21][CH2:20]1.C(=O)([O-])[O-].[Cs+].[Cs+]. (2) Given the product [Cl:1][C:2]1[C:3]([O:18][CH:19]2[CH2:20][CH2:21][NH:22][CH2:23][CH2:24]2)=[CH:4][C:5](=[O:17])[N:6]([C:8]2[CH:13]=[CH:12][C:11]([C:14]#[N:15])=[C:10]([F:16])[CH:9]=2)[CH:7]=1, predict the reactants needed to synthesize it. The reactants are: [Cl:1][C:2]1[C:3]([O:18][CH:19]2[CH2:24][CH2:23][N:22](C(OC(C)(C)C)=O)[CH2:21][CH2:20]2)=[CH:4][C:5](=[O:17])[N:6]([C:8]2[CH:13]=[CH:12][C:11]([C:14]#[N:15])=[C:10]([F:16])[CH:9]=2)[CH:7]=1.Cl. (3) Given the product [CH3:19][NH:18][C:16](=[O:17])[C:15]1[CH:20]=[CH:21][C:12]([CH2:10][NH:1][CH2:2][CH2:3][CH2:4][N:5]2[CH2:9][CH2:8][CH2:7][CH2:6]2)=[CH:13][CH:14]=1, predict the reactants needed to synthesize it. The reactants are: [NH2:1][CH2:2][CH2:3][CH2:4][N:5]1[CH2:9][CH2:8][CH2:7][CH2:6]1.[CH:10]([C:12]1[CH:21]=[CH:20][C:15]([C:16]([NH:18][CH3:19])=[O:17])=[CH:14][CH:13]=1)=O. (4) Given the product [F:37][C:38]1[CH:39]=[C:40]([CH2:45][C:46]([NH:48][C@H:49]([C:51]([NH:53][C@@H:54]2[C:60](=[O:61])[NH:59][C:58]3[CH:62]=[CH:63][CH:64]=[CH:65][C:57]=3[S:56][C@@H:55]2[C:66]2[CH:71]=[C:70]([F:72])[CH:69]=[CH:68][C:67]=2[F:73])=[O:52])[CH3:50])=[O:47])[CH:41]=[C:42]([F:44])[CH:43]=1, predict the reactants needed to synthesize it. The reactants are: FC1C=C(CC(N[C@H](C(O)=O)C)=O)C=C(F)C=1.CCN=C=NCCCN(C)C.Cl.CN1CCOCC1.[F:37][C:38]1[CH:39]=[C:40]([CH2:45][C:46]([NH:48][C@H:49]([C:51]([NH:53][C@H:54]2[C:60](=[O:61])[NH:59][C:58]3[CH:62]=[CH:63][CH:64]=[CH:65][C:57]=3[S:56][C@H:55]2[C:66]2[CH:71]=[C:70]([F:72])[CH:69]=[CH:68][C:67]=2[F:73])=[O:52])[CH3:50])=[O:47])[CH:41]=[C:42]([F:44])[CH:43]=1. (5) Given the product [ClH:1].[ClH:1].[ClH:1].[CH2:3]([O:5][C:6]1[C:14]([NH2:15])=[C:9]2[CH:10]=[CH:11][CH:12]=[CH:13][N:8]2[N:7]=1)[CH3:4], predict the reactants needed to synthesize it. The reactants are: [Cl-:1].[NH4+].[CH2:3]([O:5][C:6]1[C:14]([N+:15]([O-])=O)=[C:9]2[CH:10]=[CH:11][CH:12]=[CH:13][N:8]2[N:7]=1)[CH3:4]. (6) Given the product [CH3:23][O:22][C:13]1[CH:12]=[CH:11][C:10]([Br:9])=[CH:15][C:14]=1[CH:16]1[CH2:17][CH2:18][CH2:19][N:4]1[CH2:3][CH2:1][OH:2], predict the reactants needed to synthesize it. The reactants are: [CH2:1]([CH2:3][NH2:4])[OH:2].C(O)(=O)C.[Br:9][C:10]1[CH:11]=[CH:12][C:13]([O:22][CH3:23])=[C:14]([C:16](=O)[CH2:17][CH2:18][CH2:19]Cl)[CH:15]=1.C([BH3-])#N.[Na+]. (7) The reactants are: [CH:1]([C:3]1[C:11]2[O:10][CH2:9][CH:8]([C:12]3[CH:17]=[CH:16][C:15]([CH:18]([CH3:20])[CH3:19])=[CH:14][CH:13]=3)[C:7]=2[C:6]([CH3:21])=[C:5]([NH:22][C:23](=[O:29])[CH2:24][C:25]([CH3:28])([CH3:27])[CH3:26])[C:4]=1[CH3:30])=O.[CH3:31][NH:32][CH3:33]. Given the product [CH3:31][N:32]([CH2:1][C:3]1[C:11]2[O:10][CH2:9][CH:8]([C:12]3[CH:17]=[CH:16][C:15]([CH:18]([CH3:19])[CH3:20])=[CH:14][CH:13]=3)[C:7]=2[C:6]([CH3:21])=[C:5]([NH:22][C:23](=[O:29])[CH2:24][C:25]([CH3:28])([CH3:26])[CH3:27])[C:4]=1[CH3:30])[CH3:33], predict the reactants needed to synthesize it.